From a dataset of Full USPTO retrosynthesis dataset with 1.9M reactions from patents (1976-2016). Predict the reactants needed to synthesize the given product. Given the product [C:24]1([CH:30]([NH:32][C:2]2[N:7]=[C:6](/[CH:8]=[CH:9]/[C:10]3[N:17]4[C:13]([S:14][CH:15]=[CH:16]4)=[N:12][C:11]=3[C:18]3[CH:23]=[CH:22][CH:21]=[CH:20][CH:19]=3)[CH:5]=[CH:4][N:3]=2)[CH3:31])[CH:29]=[CH:28][CH:27]=[CH:26][CH:25]=1, predict the reactants needed to synthesize it. The reactants are: Cl[C:2]1[N:7]=[C:6](/[CH:8]=[CH:9]/[C:10]2[N:17]3[C:13]([S:14][CH:15]=[CH:16]3)=[N:12][C:11]=2[C:18]2[CH:23]=[CH:22][CH:21]=[CH:20][CH:19]=2)[CH:5]=[CH:4][N:3]=1.[C:24]1([CH:30]([NH2:32])[CH3:31])[CH:29]=[CH:28][CH:27]=[CH:26][CH:25]=1.